The task is: Regression. Given a peptide amino acid sequence and an MHC pseudo amino acid sequence, predict their binding affinity value. This is MHC class I binding data.. This data is from Peptide-MHC class I binding affinity with 185,985 pairs from IEDB/IMGT. (1) The peptide sequence is RFLEDYFGV. The MHC is HLA-B07:02 with pseudo-sequence HLA-B07:02. The binding affinity (normalized) is 0.0847. (2) The peptide sequence is AVINTTCNY. The MHC is HLA-A23:01 with pseudo-sequence HLA-A23:01. The binding affinity (normalized) is 0. (3) The peptide sequence is KPKALSEAF. The MHC is HLA-A02:01 with pseudo-sequence HLA-A02:01. The binding affinity (normalized) is 0.0847. (4) The peptide sequence is QFPGQQQPF. The MHC is HLA-A01:01 with pseudo-sequence HLA-A01:01. The binding affinity (normalized) is 0.00206. (5) The peptide sequence is KLISEKETL. The binding affinity (normalized) is 0.147. The MHC is HLA-A02:01 with pseudo-sequence HLA-A02:01. (6) The peptide sequence is DEWVVEVL. The MHC is Mamu-A11 with pseudo-sequence Mamu-A11. The binding affinity (normalized) is 0.403.